Dataset: Full USPTO retrosynthesis dataset with 1.9M reactions from patents (1976-2016). Task: Predict the reactants needed to synthesize the given product. (1) Given the product [Cl:1][C:2]1[C:13]([O:14][CH:15]([CH3:16])[CH3:17])=[N:12][C:11]([C:18]2[CH:19]=[N:20][N:21]([CH3:23])[CH:22]=2)=[CH:10][C:3]=1[C:4]([NH:58][CH2:59][C:60]1[C:61](=[O:68])[NH:62][C:63]([CH3:67])=[CH:64][C:65]=1[CH3:66])=[O:6], predict the reactants needed to synthesize it. The reactants are: [Cl:1][C:2]1[C:13]([O:14][CH:15]([CH3:17])[CH3:16])=[N:12][C:11]([C:18]2[CH:19]=[N:20][N:21]([CH3:23])[CH:22]=2)=[CH:10][C:3]=1[C:4]([O:6]C(C)C)=O.[OH-].[Na+].C(N(CC)CC)C.F[P-](F)(F)(F)(F)F.N1(OC(N(C)C)=[N+](C)C)C2N=CC=CC=2N=N1.Cl.[NH2:58][CH2:59][C:60]1[C:61](=[O:68])[NH:62][C:63]([CH3:67])=[CH:64][C:65]=1[CH3:66]. (2) The reactants are: [Br:1][CH2:2][CH2:3][C:4]1[C:12]2[C:7](=[CH:8][CH:9]=[C:10](OC)[CH:11]=2)[NH:6][CH:5]=1.[CH3:15][O:16]C1C=C2C(C=CN2)=CC=1. Given the product [Br:1][CH2:2][CH2:3][C:4]1[C:12]2[C:7](=[CH:8][C:9]([O:16][CH3:15])=[CH:10][CH:11]=2)[NH:6][CH:5]=1, predict the reactants needed to synthesize it. (3) Given the product [K+:20].[N:25]1[CH:26]=[CH:31][C:30]([NH:15][C:14]2[C:13]3[C:8](=[CH:9][CH:10]=[CH:11][CH:12]=3)[NH:7][C:6]=2[C:4]([O-:3])=[O:5])=[CH:29][CH:28]=1, predict the reactants needed to synthesize it. The reactants are: C([O:3][C:4]([C:6]1[NH:7][C:8]2[C:13]([C:14]=1[NH2:15])=[CH:12][CH:11]=[CH:10][CH:9]=2)=[O:5])C.C(O)C.[OH-].[K+:20].[K+].NC1[C:31]2[C:26](=C[CH:28]=[CH:29][CH:30]=2)[NH:25]C=1C([O-])=O.